Dataset: Reaction yield outcomes from USPTO patents with 853,638 reactions. Task: Predict the reaction yield, written as a fraction of the theoretical maximum amount of product (1.0 means a 100% yield; for example, 0.34 means a 34% yield). (1) The reactants are [Br:1][C:2]1[CH:3]=[C:4]([CH:47]=[O:48])[N:5]([CH2:10][C:11]2[CH:16]=[CH:15][C:14]([C:17]3[CH:22]=[CH:21][CH:20]=[CH:19][C:18]=3[C:23]3[N:27](C(C4C=CC=CC=4)(C4C=CC=CC=4)C4C=CC=CC=4)[N:26]=[N:25][N:24]=3)=[CH:13][CH:12]=2)[C:6]=1[CH2:7][CH2:8][CH3:9].Cl. No catalyst specified. The product is [Br:1][C:2]1[CH:3]=[C:4]([CH:47]=[O:48])[N:5]([CH2:10][C:11]2[CH:16]=[CH:15][C:14]([C:17]3[CH:22]=[CH:21][CH:20]=[CH:19][C:18]=3[C:23]3[NH:27][N:26]=[N:25][N:24]=3)=[CH:13][CH:12]=2)[C:6]=1[CH2:7][CH2:8][CH3:9]. The yield is 0.520. (2) The reactants are C([N:8]1[CH2:21][CH2:20][C:19]2[C:18]3[C:17]([C:22]4[CH:27]=[CH:26][CH:25]=[CH:24][CH:23]=4)=[CH:16][CH:15]=[CH:14][C:13]=3[NH:12][C:11]=2[CH2:10][CH2:9]1)C1C=CC=CC=1. The catalyst is C(O)(=O)C.C(O)C.[Pd]. The product is [C:22]1([C:17]2[C:18]3[C:19]4[CH2:20][CH2:21][NH:8][CH2:9][CH2:10][C:11]=4[NH:12][C:13]=3[CH:14]=[CH:15][CH:16]=2)[CH:23]=[CH:24][CH:25]=[CH:26][CH:27]=1. The yield is 0.900. (3) The reactants are [CH3:1][CH2:2][C@@:3]1([OH:59])[CH2:14][N:12]2[CH2:13][C@@H:5]([CH2:6][C@:7]([C:55]([O:57][CH3:58])=[O:56])([C:22]3[CH:27]=[C:26]4[C@@:28]56[C@@H:39]([N:40]([CH3:41])[C:25]4=[CH:24][C:23]=3[O:53][CH3:54])[C@@:38]([OH:46])([C:42]([O:44][CH3:45])=[O:43])[C@H:37]([O:47][C:48]([CH3:50])=[O:49])[C@:33]3([CH2:51][CH3:52])[CH:34]=[CH:35][CH2:36][N:31]([C@H:32]53)[CH2:30][CH2:29]6)[C:8]3[NH:21][C:20]4[C:15](=[CH:16][CH:17]=[CH:18][CH:19]=4)[C:9]=3[CH2:10][CH2:11]2)[CH2:4]1.OS(O)(=O)=O.C(Cl)Cl.N. The catalyst is O. The product is [CH3:1][CH2:2][C@@:3]1([OH:59])[CH2:14][N:12]2[CH2:13][C@H:5]([CH2:6][C@:7]([C:55]([O:57][CH3:58])=[O:56])([C:22]3[CH:27]=[C:26]4[C@:28]56[C@@H:32]7[C@:33]([CH2:51][CH3:52])([C@@H:37]([O:47][C:48]([CH3:50])=[O:49])[C@:38]([OH:46])([C:42]([O:44][CH3:45])=[O:43])[C@@H:39]5[N:40]([CH3:41])[C:25]4=[CH:24][C:23]=3[O:53][CH3:54])[CH:34]=[CH:35][CH2:36][N:31]7[CH2:30][CH2:29]6)[C:8]3[NH:21][C:20]4[CH:19]=[CH:18][CH:17]=[CH:16][C:15]=4[C:9]=3[CH2:10][CH2:11]2)[CH2:4]1. The yield is 0.980. (4) The reactants are I[C:2]1[CH:7]=[CH:6][C:5](OC)=[C:4]([N+:10]([O-:12])=[O:11])[CH:3]=1.[C:13](=O)=[O:14].C(O)(C)C.C1([Mg]Cl)C=CC=CC=1.[CH:28](=[O:32])[CH:29]([CH3:31])[CH3:30]. The catalyst is O1CCCC1. The product is [CH3:13][O:14][C:2]1[CH:7]=[CH:6][C:5]([CH:28]([OH:32])[CH:29]([CH3:31])[CH3:30])=[C:4]([N+:10]([O-:12])=[O:11])[CH:3]=1. The yield is 0.300. (5) The reactants are [C:1]([O:8][CH3:9])(=[O:7])/[CH:2]=[CH:3]/[C:4]([OH:6])=[O:5].[CH3:10][O:11][CH2:12][CH2:13][NH:14][C:15](=[O:18])[CH2:16]Cl. The catalyst is CN1C(=O)CCC1. The product is [C:4]([O:6][CH2:16][C:15](=[O:18])[NH:14][CH2:13][CH2:12][O:11][CH3:10])(=[O:5])/[CH:3]=[CH:2]/[C:1]([O:8][CH3:9])=[O:7]. The yield is 0.0800. (6) The reactants are Br[C:2](Br)=[CH:3][C:4]1[CH:9]=[C:8]([F:10])[CH:7]=[CH:6][C:5]=1[NH2:11].[C:13]1(B(O)O)[CH:18]=[CH:17][CH:16]=[CH:15][CH:14]=1.[O-]P([O-])([O-])=O.[K+].[K+].[K+].O. The catalyst is C1(C)C=CC=CC=1.CC([O-])=O.CC([O-])=O.[Pd+2].COC1C=CC=C(OC)C=1C1C=CC=CC=1P(C1CCCCC1)C1CCCCC1. The product is [F:10][C:8]1[CH:9]=[C:4]2[C:5](=[CH:6][CH:7]=1)[NH:11][C:2]([C:13]1[CH:18]=[CH:17][CH:16]=[CH:15][CH:14]=1)=[CH:3]2. The yield is 0.870. (7) The reactants are C[O:2][C:3]([C@@H:5]([NH:26][C:27](=[O:33])[O:28][C:29]([CH3:32])([CH3:31])[CH3:30])[CH2:6][C@H:7]([CH2:11][C:12]1[CH:17]=[CH:16][C:15]([O:18][CH3:19])=[C:14]([O:20][CH2:21][CH2:22][CH2:23][O:24][CH3:25])[CH:13]=1)[CH:8]([CH3:10])[CH3:9])=O.[Li+].[BH4-]. The catalyst is C1COCC1.C(OCC)(=O)C. The product is [CH3:25][O:24][CH2:23][CH2:22][CH2:21][O:20][C:14]1[CH:13]=[C:12]([CH:17]=[CH:16][C:15]=1[O:18][CH3:19])[CH2:11][C@H:7]([CH:8]([CH3:10])[CH3:9])[CH2:6][C@H:5]([NH:26][C:27](=[O:33])[O:28][C:29]([CH3:32])([CH3:31])[CH3:30])[CH2:3][OH:2]. The yield is 1.00. (8) The reactants are [CH2:1]([O:8][C:9]1[CH:14]=[CH:13][C:12]([NH:15][C:16]2[C:25]3[C:20](=[CH:21][C:22]([F:36])=[C:23]([C:26]4[O:27][C:28]([CH:31]5OCC[O:32]5)=[CH:29][CH:30]=4)[CH:24]=3)[N:19]=[CH:18][N:17]=2)=[CH:11][CH:10]=1)[C:2]1[CH:7]=[CH:6][CH:5]=[CH:4][CH:3]=1.[ClH:37]. The catalyst is C1COCC1. The product is [ClH:37].[CH2:1]([O:8][C:9]1[CH:10]=[CH:11][C:12]([NH:15][C:16]2[C:25]3[C:20](=[CH:21][C:22]([F:36])=[C:23]([C:26]4[O:27][C:28]([CH:31]=[O:32])=[CH:29][CH:30]=4)[CH:24]=3)[N:19]=[CH:18][N:17]=2)=[CH:13][CH:14]=1)[C:2]1[CH:7]=[CH:6][CH:5]=[CH:4][CH:3]=1. The yield is 0.610. (9) The product is [NH:24]1[C:19]2[CH:20]=[CH:21][CH:22]=[CH:23][C:18]=2[N:25]=[C:6]1[C:8]1[CH:17]=[CH:16][C:11]([C:12]([O:14][CH3:15])=[O:13])=[CH:10][CH:9]=1. The catalyst is C(O)C. The reactants are OS([O-])=O.[Na+].[CH:6]([C:8]1[CH:17]=[CH:16][C:11]([C:12]([O:14][CH3:15])=[O:13])=[CH:10][CH:9]=1)=O.[C:18]1([NH2:25])[C:19]([NH2:24])=[CH:20][CH:21]=[CH:22][CH:23]=1. The yield is 1.00.